This data is from Peptide-MHC class I binding affinity with 185,985 pairs from IEDB/IMGT. The task is: Regression. Given a peptide amino acid sequence and an MHC pseudo amino acid sequence, predict their binding affinity value. This is MHC class I binding data. (1) The peptide sequence is REVKTIKVF. The MHC is HLA-B44:03 with pseudo-sequence HLA-B44:03. The binding affinity (normalized) is 0.586. (2) The peptide sequence is WISFAISCFL. The MHC is HLA-A02:02 with pseudo-sequence HLA-A02:02. The binding affinity (normalized) is 0.497. (3) The peptide sequence is LLQFIVFLL. The MHC is HLA-A29:02 with pseudo-sequence HLA-A29:02. The binding affinity (normalized) is 0.0700. (4) The peptide sequence is LMMSSPPPI. The MHC is HLA-A02:03 with pseudo-sequence HLA-A02:03. The binding affinity (normalized) is 0.898. (5) The binding affinity (normalized) is 0.294. The MHC is HLA-A03:01 with pseudo-sequence HLA-A03:01. The peptide sequence is KMTPWSAYW. (6) The peptide sequence is GITGGHIPK. The MHC is HLA-B40:01 with pseudo-sequence HLA-B40:01. The binding affinity (normalized) is 0.0847. (7) The peptide sequence is HSKRKCDEL. The MHC is HLA-A11:01 with pseudo-sequence HLA-A11:01. The binding affinity (normalized) is 0.